Predict the reaction yield, written as a fraction of the theoretical maximum amount of product (1.0 means a 100% yield; for example, 0.34 means a 34% yield). From a dataset of Reaction yield outcomes from USPTO patents with 853,638 reactions. (1) The reactants are [CH2:1]([O:8][N:9]1[C:15](=[O:16])[N:14]2[CH2:17][C@H:10]1[CH2:11][CH2:12][C@H:13]2[C:18]([OH:20])=[O:19])[C:2]1[CH:7]=[CH:6][CH:5]=[CH:4][CH:3]=1.[CH2:21](O)[C:22]1[CH:27]=[CH:26][CH:25]=[CH:24][CH:23]=1.Cl.C(N=C=NCCCN(C)C)C. The catalyst is ClCCl. The product is [CH2:1]([O:8][N:9]1[C:15](=[O:16])[N:14]2[CH2:17][C@H:10]1[CH2:11][CH2:12][C@H:13]2[C:18]([O:20][CH2:21][C:22]1[CH:27]=[CH:26][CH:25]=[CH:24][CH:23]=1)=[O:19])[C:2]1[CH:7]=[CH:6][CH:5]=[CH:4][CH:3]=1. The yield is 0.330. (2) The catalyst is CN(C)C1C=CN=CC=1.N1C=CC=CC=1. The product is [C:25]([O:16][CH:15]([C:14]1[C:9]([O:8][CH2:1][C:2]2[CH:3]=[CH:4][CH:5]=[CH:6][CH:7]=2)=[N:10][CH:11]=[CH:12][CH:13]=1)[C:17]1[CH:18]=[CH:19][C:20]([O:23][CH3:24])=[CH:21][CH:22]=1)(=[O:27])[CH3:26]. The yield is 0.970. The reactants are [CH2:1]([O:8][C:9]1[C:14]([CH:15]([C:17]2[CH:22]=[CH:21][C:20]([O:23][CH3:24])=[CH:19][CH:18]=2)[OH:16])=[CH:13][CH:12]=[CH:11][N:10]=1)[C:2]1[CH:7]=[CH:6][CH:5]=[CH:4][CH:3]=1.[C:25](OC(=O)C)(=[O:27])[CH3:26].C(OC(C1C(OCC2C=CC=CC=2)=NC(C)=CC=1)C1C=CC(CC)=CC=1)(=O)C. (3) The reactants are CC(C)([O-])C.[K+].[C:7]([CH2:9]P(=O)(OCC)OCC)#[N:8].[CH:18](=O)[CH2:19][CH2:20][CH2:21][CH2:22][CH3:23]. The catalyst is O1CCCC1. The product is [C:7](#[N:8])[CH:9]=[CH:18][CH2:19][CH2:20][CH2:21][CH2:22][CH3:23]. The yield is 0.920. (4) The reactants are [N:1]([CH2:4][C:5](=[O:18])[C:6]([C:9]1[CH:10]=[CH:11][C:12]([F:17])=[C:13]([CH:16]=1)[C:14]#[N:15])([CH3:8])[CH3:7])=[N+]=[N-].[ClH:19]. The catalyst is CCO.O=[Pt]=O. The product is [ClH:19].[NH2:1][CH2:4][C:5](=[O:18])[C:6]([C:9]1[CH:10]=[CH:11][C:12]([F:17])=[C:13]([CH:16]=1)[C:14]#[N:15])([CH3:8])[CH3:7]. The yield is 0.650. (5) The reactants are [CH2:1]([C:3]1[N:7]([C:8]2[N:16]=[C:15]3[C:11]([N:12]=[C:13]([CH:18]=O)[N:14]3[CH3:17])=[C:10]([N:20]3[CH2:25][CH2:24][O:23][CH2:22][CH2:21]3)[N:9]=2)[C:6]2[CH:26]=[CH:27][CH:28]=[CH:29][C:5]=2[N:4]=1)[CH3:2].[F:30][CH:31]1[CH2:34][N:33]([CH:35]2[CH2:40][CH2:39][NH:38][CH2:37][CH2:36]2)[CH2:32]1.C(O[BH-](OC(=O)C)OC(=O)C)(=O)C.[Na+]. The catalyst is ClCCCl. The product is [CH2:1]([C:3]1[N:7]([C:8]2[N:16]=[C:15]3[C:11]([N:12]=[C:13]([CH2:18][N:38]4[CH2:39][CH2:40][CH:35]([N:33]5[CH2:32][CH:31]([F:30])[CH2:34]5)[CH2:36][CH2:37]4)[N:14]3[CH3:17])=[C:10]([N:20]3[CH2:25][CH2:24][O:23][CH2:22][CH2:21]3)[N:9]=2)[C:6]2[CH:26]=[CH:27][CH:28]=[CH:29][C:5]=2[N:4]=1)[CH3:2]. The yield is 0.840. (6) The reactants are [C:1]([O:5][C:6]([NH:8][CH2:9][CH2:10][CH2:11][O:12][CH2:13][CH2:14][CH2:15][CH2:16][CH2:17][O:18][C:19]1[CH:27]=[CH:26][C:22]([C:23]([OH:25])=O)=[CH:21][CH:20]=1)=[O:7])([CH3:4])([CH3:3])[CH3:2].[Cl:28][C:29]1[CH:36]=[C:35]([O:37][C@H:38]2[C:41]([CH3:43])([CH3:42])[C@H:40]([NH2:44])[C:39]2([CH3:46])[CH3:45])[CH:34]=[CH:33][C:30]=1[C:31]#[N:32].CCN(C(C)C)C(C)C.CN(C(ON1N=NC2C=CC=CC1=2)=[N+](C)C)C.[B-](F)(F)(F)F. The catalyst is CN(C=O)C.CCOC(C)=O. The product is [Cl:28][C:29]1[CH:36]=[C:35]([CH:34]=[CH:33][C:30]=1[C:31]#[N:32])[O:37][C@H:38]1[C:41]([CH3:43])([CH3:42])[C@H:40]([NH:44][C:23]([C:22]2[CH:21]=[CH:20][C:19]([O:18][CH2:17][CH2:16][CH2:15][CH2:14][CH2:13][O:12][CH2:11][CH2:10][CH2:9][NH:8][C:6](=[O:7])[O:5][C:1]([CH3:2])([CH3:3])[CH3:4])=[CH:27][CH:26]=2)=[O:25])[C:39]1([CH3:45])[CH3:46]. The yield is 0.820.